From a dataset of Catalyst prediction with 721,799 reactions and 888 catalyst types from USPTO. Predict which catalyst facilitates the given reaction. (1) Reactant: [C:1]1([OH:11])[C:10]2[C:5](=[CH:6][CH:7]=[CH:8][CH:9]=2)[CH:4]=[CH:3][N:2]=1.[Br:12]Br. Product: [Br:12][C:4]1[C:5]2[C:10](=[CH:9][CH:8]=[CH:7][CH:6]=2)[C:1]([OH:11])=[N:2][CH:3]=1. The catalyst class is: 2. (2) Reactant: [Cl:1][C:2]1[CH:20]=[C:19]([Cl:21])[CH:18]=[CH:17][C:3]=1[CH2:4][N:5]([CH3:16])[CH2:6][CH:7]([C:9]1[CH:14]=[CH:13][CH:12]=[C:11]([Br:15])[CH:10]=1)O.S(=O)(=O)(O)O.[OH-].[Na+]. Product: [Br:15][C:11]1[CH:10]=[C:9]([CH:7]2[C:17]3[C:3](=[C:2]([Cl:1])[CH:20]=[C:19]([Cl:21])[CH:18]=3)[CH2:4][N:5]([CH3:16])[CH2:6]2)[CH:14]=[CH:13][CH:12]=1. The catalyst class is: 4. (3) Reactant: [CH:1]([C:4]1[CH:9]=[CH:8][C:7]([C:10]([C:12]2[CH:17]=[C:16]([O:18][CH2:19][C:20]#[CH:21])[CH:15]=[CH:14][C:13]=2[NH:22][CH2:23][C:24]2[CH:29]=[CH:28][CH:27]=[C:26]([N+:30]([O-:32])=[O:31])[CH:25]=2)=O)=[CH:6][CH:5]=1)([CH3:3])[CH3:2].[O-:33][C:34]#[N:35].[Na+]. Product: [CH:1]([C:4]1[CH:9]=[CH:8][C:7]([C:10]2[C:12]3[C:13](=[CH:14][CH:15]=[C:16]([O:18][CH2:19][C:20]#[CH:21])[CH:17]=3)[N:22]([CH2:23][C:24]3[CH:29]=[CH:28][CH:27]=[C:26]([N+:30]([O-:32])=[O:31])[CH:25]=3)[C:34](=[O:33])[N:35]=2)=[CH:6][CH:5]=1)([CH3:3])[CH3:2]. The catalyst class is: 86. (4) Reactant: [C:1]1([C:14]2[CH:19]=[CH:18][CH:17]=[CH:16][CH:15]=2)[CH:6]=[CH:5][C:4]([C:7]2[C:8]([NH2:13])=[N:9][CH:10]=[CH:11][CH:12]=2)=[CH:3][CH:2]=1.[H-].[Na+].Cl[CH2:23][CH2:24][S:25](Cl)(=[O:27])=[O:26].O. Product: [C:1]1([C:14]2[CH:15]=[CH:16][CH:17]=[CH:18][CH:19]=2)[CH:6]=[CH:5][C:4]([C:7]2[C:8]3=[N:13][S:25](=[O:27])(=[O:26])[CH2:24][CH2:23][N:9]3[CH:10]=[CH:11][CH:12]=2)=[CH:3][CH:2]=1. The catalyst class is: 134.